From a dataset of Full USPTO retrosynthesis dataset with 1.9M reactions from patents (1976-2016). Predict the reactants needed to synthesize the given product. (1) Given the product [C:15]([O:19][C:20](=[O:30])[NH:21][C:22]1[CH:23]=[CH:24][C:25]([CH3:28])=[C:26]([NH:1][C:2]2[N:6]([C:7]3[CH:8]=[C:9]([NH:13][CH3:14])[N:10]=[CH:11][N:12]=3)[N:5]=[CH:4][N:3]=2)[CH:27]=1)([CH3:18])([CH3:17])[CH3:16], predict the reactants needed to synthesize it. The reactants are: [NH2:1][C:2]1[N:6]([C:7]2[N:12]=[CH:11][N:10]=[C:9]([NH:13][CH3:14])[CH:8]=2)[N:5]=[CH:4][N:3]=1.[C:15]([O:19][C:20](=[O:30])[NH:21][C:22]1[CH:27]=[CH:26][C:25]([CH3:28])=[C:24](Br)[CH:23]=1)([CH3:18])([CH3:17])[CH3:16].C([O-])([O-])=O.[Cs+].[Cs+]. (2) Given the product [Cl:22][C:23]1[CH:28]=[CH:27][CH:26]=[CH:25][C:24]=1[C:29]1[N:30]([C:37]2[CH:38]=[CH:39][C:40]([Cl:43])=[CH:41][CH:42]=2)[CH:31]=[C:32]([C:34]([N:15]2[CH2:20][CH2:19][C:18](=[O:21])[CH2:17][CH2:16]2)=[O:35])[N:33]=1, predict the reactants needed to synthesize it. The reactants are: C(N(CC)CC)C.FC(F)(F)C(O)=O.[NH:15]1[CH2:20][CH2:19][C:18](=[O:21])[CH2:17][CH2:16]1.[Cl:22][C:23]1[CH:28]=[CH:27][CH:26]=[CH:25][C:24]=1[C:29]1[N:30]([C:37]2[CH:42]=[CH:41][C:40]([Cl:43])=[CH:39][CH:38]=2)[CH:31]=[C:32]([C:34](Cl)=[O:35])[N:33]=1. (3) Given the product [O:7]=[C:6]([NH:8][CH:9]1[CH2:13][CH2:12][N:11]([C:14]([N:41]2[CH2:40][CH2:39][C:36]3([CH2:35][N:34]([C:31]4[CH:30]=[CH:29][N:28]=[CH:33][CH:32]=4)[CH2:38][CH2:37]3)[CH2:43][CH2:42]2)=[O:16])[CH2:10]1)[CH2:5][C:4]([O:3][CH2:1][CH3:2])=[O:26], predict the reactants needed to synthesize it. The reactants are: [CH2:1]([O:3][C:4](=[O:26])[CH2:5][C:6]([NH:8][CH:9]1[CH2:13][CH2:12][N:11]([C:14]([O:16]C2C=CC([N+]([O-])=O)=CC=2)=O)[CH2:10]1)=[O:7])[CH3:2].Cl.[N:28]1[CH:33]=[CH:32][C:31]([N:34]2[CH2:38][CH2:37][C:36]3([CH2:43][CH2:42][NH:41][CH2:40][CH2:39]3)[CH2:35]2)=[CH:30][CH:29]=1.CCN(C(C)C)C(C)C. (4) Given the product [C:1]([C@H:5]1[CH2:10][CH2:9][C@H:8]([O:11][C:12]2[CH:21]=[CH:20][CH:19]=[C:18]3[C:13]=2[CH:14]=[CH:15][C:16]([CH2:22][N:24]2[CH2:29][CH2:28][CH:27]([C:30]([O:32][CH2:33][CH3:34])=[O:31])[CH2:26][CH2:25]2)=[CH:17]3)[CH2:7][CH2:6]1)([CH3:4])([CH3:3])[CH3:2], predict the reactants needed to synthesize it. The reactants are: [C:1]([C@H:5]1[CH2:10][CH2:9][C@H:8]([O:11][C:12]2[CH:21]=[CH:20][CH:19]=[C:18]3[C:13]=2[CH:14]=[CH:15][C:16]([CH:22]=O)=[CH:17]3)[CH2:7][CH2:6]1)([CH3:4])([CH3:3])[CH3:2].[NH:24]1[CH2:29][CH2:28][CH:27]([C:30]([O:32][CH2:33][CH3:34])=[O:31])[CH2:26][CH2:25]1.[BH-](OC(C)=O)(OC(C)=O)OC(C)=O.[Na+].O. (5) Given the product [F:8][C:9]1[CH:14]=[C:13]([N:15]2[CH:19]=[N:18][N:17]=[N:16]2)[CH:12]=[CH:11][C:10]=1[C:20]1[CH:21]=[CH:22][C:23]2[O:27][C:26]([CH:28]3[CH2:29][CH2:30][N:31]([C:3]([O:5][CH:35]4[CH2:38][CH2:37][CH2:36]4)=[O:4])[CH2:32][CH2:33]3)=[N:25][C:24]=2[CH:34]=1, predict the reactants needed to synthesize it. The reactants are: FC(F)(F)[C:3]([OH:5])=[O:4].[F:8][C:9]1[CH:14]=[C:13]([N:15]2[CH:19]=[N:18][N:17]=[N:16]2)[CH:12]=[CH:11][C:10]=1[C:20]1[CH:21]=[CH:22][C:23]2[O:27][C:26]([CH:28]3[CH2:33][CH2:32][NH:31][CH2:30][CH2:29]3)=[N:25][C:24]=2[CH:34]=1.[CH:35]1(O)[CH2:38][CH2:37][CH2:36]1.